This data is from Reaction yield outcomes from USPTO patents with 853,638 reactions. The task is: Predict the reaction yield, written as a fraction of the theoretical maximum amount of product (1.0 means a 100% yield; for example, 0.34 means a 34% yield). (1) The reactants are [NH2:1][C:2]1[N:11]=[C:10]([OH:12])[C:9]2[C:4](=[CH:5][CH:6]=[C:7]([C:13]3[CH:18]=[CH:17][C:16]([O:19][CH3:20])=[C:15]([O:21][CH3:22])[CH:14]=3)[CH:8]=2)[N:3]=1.[C:23](OC(=O)C)(=[O:25])[CH3:24]. No catalyst specified. The product is [C:23]([NH:1][C:2]1[N:11]=[C:10]([OH:12])[C:9]2[C:4](=[CH:5][CH:6]=[C:7]([C:13]3[CH:18]=[CH:17][C:16]([O:19][CH3:20])=[C:15]([O:21][CH3:22])[CH:14]=3)[CH:8]=2)[N:3]=1)(=[O:25])[CH3:24]. The yield is 0.900. (2) The reactants are [Cl:1][C:2]1[N:7]2[N:8]=[C:9]([NH:11][C:12](=[O:19])[C:13]3[CH:18]=[CH:17][CH:16]=[N:15][CH:14]=3)[N:10]=[C:6]2[CH:5]=[CH:4][CH:3]=1.[CH:20]1([NH2:27])[CH2:26][CH2:25][CH2:24][CH2:23][CH2:22][CH2:21]1.CCOCC.[ClH:33]. The catalyst is CO. The product is [ClH:1].[ClH:33].[CH:20]1([NH:27][C:2]2[N:7]3[N:8]=[C:9]([NH:11][C:12](=[O:19])[C:13]4[CH:18]=[CH:17][CH:16]=[N:15][CH:14]=4)[N:10]=[C:6]3[CH:5]=[CH:4][CH:3]=2)[CH2:26][CH2:25][CH2:24][CH2:23][CH2:22][CH2:21]1. The yield is 0.420. (3) The reactants are [I:1][C:2]1[CH:12]=[N:11][C:5]2[NH:6][CH2:7][C:8](=O)[NH:9][C:4]=2[CH:3]=1.[Cl:13][C:14]1[CH:15]=[CH:16][C:17]([C:22]([F:25])([F:24])[F:23])=[C:18]([CH:21]=1)[CH2:19]Br.ClC1C=CC(C(F)(F)F)=CC=1CN1C(=O)CNC2N=CC(I)=CC1=2. No catalyst specified. The product is [Cl:13][C:14]1[CH:15]=[CH:16][C:17]([C:22]([F:23])([F:24])[F:25])=[C:18]([CH:21]=1)[CH2:19][N:9]1[CH2:8][CH2:7][NH:6][C:5]2[N:11]=[CH:12][C:2]([I:1])=[CH:3][C:4]1=2. The yield is 0.170. (4) The product is [Br:1][C:2]1[N:7]=[CH:6][C:5]([C:8](=[O:10])[CH2:9][C:19]([C:14]2[CH:15]=[C:16]([Cl:18])[CH:17]=[C:12]([Cl:11])[CH:13]=2)([OH:24])[C:20]([F:23])([F:22])[F:21])=[CH:4][CH:3]=1. The reactants are [Br:1][C:2]1[N:7]=[CH:6][C:5]([C:8](=[O:10])[CH3:9])=[CH:4][CH:3]=1.[Cl:11][C:12]1[CH:13]=[C:14]([C:19](=[O:24])[C:20]([F:23])([F:22])[F:21])[CH:15]=[C:16]([Cl:18])[CH:17]=1.C(N(CCCC)CCCC)CCC. The yield is 0.384. The catalyst is C1(C)C=CC=CC=1. (5) The reactants are [NH2:1][C:2]1[CH:3]=[C:4]([CH:21]=[CH:22][CH:23]=1)[O:5][C:6]1[CH:7]=[CH:8][C:9]2[N:10]([CH:12]=[C:13]([NH:15][C:16]([CH:18]3[CH2:20][CH2:19]3)=[O:17])[N:14]=2)[N:11]=1.Cl.[N:25]1[CH:30]=[CH:29][C:28]([C:31](Cl)=[O:32])=[CH:27][CH:26]=1. The catalyst is CN1CCCC1=O. The product is [CH:18]1([C:16]([NH:15][C:13]2[N:14]=[C:9]3[CH:8]=[CH:7][C:6]([O:5][C:4]4[CH:3]=[C:2]([NH:1][C:31](=[O:32])[C:28]5[CH:29]=[CH:30][N:25]=[CH:26][CH:27]=5)[CH:23]=[CH:22][CH:21]=4)=[N:11][N:10]3[CH:12]=2)=[O:17])[CH2:20][CH2:19]1. The yield is 0.780. (6) The reactants are [CH3:1][O:2][CH2:3][CH:4]([NH:6][C:7]([C:9]1[CH:10]=[C:11]([C:22]2[CH:27]=[CH:26][C:25]([CH3:28])=[CH:24][CH:23]=2)[CH:12]=[C:13]([C:15](=[S:21])[CH:16]=[CH:17][N:18](C)C)[CH:14]=1)=[O:8])[CH3:5].C(O)C.CO.OOS(N)(=O)=O. The catalyst is N1C=CC=CC=1. The product is [CH3:1][O:2][CH2:3][CH:4]([NH:6][C:7]([C:9]1[CH:10]=[C:11]([C:22]2[CH:27]=[CH:26][C:25]([CH3:28])=[CH:24][CH:23]=2)[CH:12]=[C:13]([C:15]2[S:21][N:18]=[CH:17][CH:16]=2)[CH:14]=1)=[O:8])[CH3:5]. The yield is 0.500.